This data is from Reaction yield outcomes from USPTO patents with 853,638 reactions. The task is: Predict the reaction yield, written as a fraction of the theoretical maximum amount of product (1.0 means a 100% yield; for example, 0.34 means a 34% yield). (1) The reactants are I[C:2]1[CH:3]=[C:4]2[C:8](=[CH:9][CH:10]=1)[N:7]([CH3:11])[CH:6]=[CH:5]2.[C:12]([Si:14]([CH3:17])([CH3:16])[CH3:15])#[CH:13]. The catalyst is N1CCCC1. The product is [CH3:11][N:7]1[C:8]2[C:4](=[CH:3][C:2]([C:13]#[C:12][Si:14]([CH3:17])([CH3:16])[CH3:15])=[CH:10][CH:9]=2)[CH:5]=[CH:6]1. The yield is 0.840. (2) The reactants are [NH2:1][CH2:2][CH2:3][CH2:4][CH2:5][C:6]1[CH:18]=[CH:17][C:9]([O:10][CH2:11][C:12]([N:14]([CH3:16])[CH3:15])=[O:13])=[CH:8][CH:7]=1.I.[NH2:20][C:21]1[C:22]([C:29]([NH:31][C:32](=[NH:35])SC)=[O:30])=[N:23][C:24]([Cl:28])=[C:25]([NH2:27])[N:26]=1. The catalyst is C(O)C. The product is [NH2:20][C:21]1[C:22]([C:29]([N:31]=[C:32]([NH2:35])[NH:1][CH2:2][CH2:3][CH2:4][CH2:5][C:6]2[CH:18]=[CH:17][C:9]([O:10][CH2:11][C:12]([N:14]([CH3:15])[CH3:16])=[O:13])=[CH:8][CH:7]=2)=[O:30])=[N:23][C:24]([Cl:28])=[C:25]([NH2:27])[N:26]=1. The yield is 0.280. (3) The reactants are CN(C)[CH:3]=[CH:4][C:5]([C:7]1[C:8]([CH3:16])=[C:9]([C:14]#[N:15])[N:10]([CH3:13])[C:11]=1[CH3:12])=O.[N+]([O-])(O)=O.[CH3:22][N:23]([CH3:34])[C:24]1[CH:29]=[CH:28][C:27]([NH:30][C:31]([NH2:33])=[NH:32])=[CH:26][CH:25]=1.C(=O)([O-])[O-].[K+].[K+]. The catalyst is COCCO. The product is [CH3:22][N:23]([CH3:34])[C:24]1[CH:25]=[CH:26][C:27]([NH:30][C:31]2[N:33]=[C:5]([C:7]3[C:8]([CH3:16])=[C:9]([C:14]#[N:15])[N:10]([CH3:13])[C:11]=3[CH3:12])[CH:4]=[CH:3][N:32]=2)=[CH:28][CH:29]=1. The yield is 0.310.